Dataset: Full USPTO retrosynthesis dataset with 1.9M reactions from patents (1976-2016). Task: Predict the reactants needed to synthesize the given product. (1) Given the product [Br:8][C:5]1[CH:6]=[CH:7][C:2]([O:15][CH2:14][C:10]2[O:9][CH:13]=[CH:12][CH:11]=2)=[N:3][CH:4]=1, predict the reactants needed to synthesize it. The reactants are: Br[C:2]1[CH:7]=[CH:6][C:5]([Br:8])=[CH:4][N:3]=1.[O:9]1[CH:13]=[CH:12][CH:11]=[C:10]1[CH2:14][OH:15]. (2) Given the product [Cl:14][C:15]1[C:22]([C:23]([F:24])([F:25])[F:26])=[CH:21][CH:20]=[CH:19][C:16]=1[CH2:17][N:1]1[CH:5]=[C:4]([C:6]2[CH:11]=[C:10]([C:12]#[N:13])[CH:9]=[CH:8][N:7]=2)[N:3]=[CH:2]1, predict the reactants needed to synthesize it. The reactants are: [NH:1]1[CH:5]=[C:4]([C:6]2[CH:11]=[C:10]([C:12]#[N:13])[CH:9]=[CH:8][N:7]=2)[N:3]=[CH:2]1.[Cl:14][C:15]1[C:22]([C:23]([F:26])([F:25])[F:24])=[CH:21][CH:20]=[CH:19][C:16]=1[CH2:17]Br. (3) Given the product [CH3:8][O:9][C:10](=[O:11])[NH:12][C@H:13]([C:14]([N:16]1[CH2:20][C@@H:19]([CH3:21])[CH2:18][C@H:17]1[C:22]1[NH:23][CH:24]=[C:25]([C:27]2[CH:28]=[CH:29][C:30]([C:33]3[CH:38]=[CH:37][C:36]([C:39](=[O:40])[NH:74][C:75]4[CH:80]=[N:79][C:78]([N:81]5[CH2:86][CH2:85][N:84]([C:87]([C@H:89]6[CH2:91][C:90]6([CH3:93])[CH3:92])=[O:88])[CH2:83][C@H:82]5[CH3:94])=[CH:77][CH:76]=4)=[CH:35][C:34]=3[O:42][C:4]([F:5])([F:6])[F:7])=[CH:31][CH:32]=2)[N:26]=1)=[O:15])[CH:47]([CH3:48])[CH3:49], predict the reactants needed to synthesize it. The reactants are: OC([C:4]([F:7])([F:6])[F:5])=O.[CH3:8][O:9][C:10]([NH:12][C@@H:13]([CH:47]([CH3:49])[CH3:48])[C:14]([N:16]1[CH2:20][C@@H:19]([CH3:21])[CH2:18][C@H:17]1[C:22]1[NH:23][CH:24]=[C:25]([C:27]2[CH:32]=[CH:31][C:30]([C:33]3[CH:38]=[CH:37][C:36]([C:39](O)=[O:40])=[CH:35][C:34]=3[O:42]C(F)(F)F)=[CH:29][CH:28]=2)[N:26]=1)=[O:15])=[O:11].CN(C(ON1N=NC2C=CC=NC1=2)=[N+](C)C)C.F[P-](F)(F)(F)(F)F.[NH2:74][C:75]1[CH:76]=[CH:77][C:78]([N:81]2[CH2:86][CH2:85][N:84]([C:87]([C@H:89]3[CH2:91][C:90]3([CH3:93])[CH3:92])=[O:88])[CH2:83][C@H:82]2[CH3:94])=[N:79][CH:80]=1.C(N(CC)C(C)C)(C)C. (4) Given the product [C:16]([O:19][C@@H:20]1[C@@H:34]([O:35][C:36](=[O:38])[CH3:37])[C@H:33]([O:39][C:40](=[O:42])[CH3:41])[CH2:32][S:31][C@H:21]1[O:22][C:23]1[CH:28]=[C:27]([C:5]2[CH:4]=[N:3][N:2]([CH3:1])[CH:6]=2)[CH:26]=[CH:25][C:24]=1[Cl:30])(=[O:18])[CH3:17], predict the reactants needed to synthesize it. The reactants are: [CH3:1][N:2]1[CH:6]=[C:5](B2OC(C)(C)C(C)(C)O2)[CH:4]=[N:3]1.[C:16]([O:19][C@@H:20]1[C@@H:34]([O:35][C:36](=[O:38])[CH3:37])[C@H:33]([O:39][C:40](=[O:42])[CH3:41])[CH2:32][S:31][C@H:21]1[O:22][C:23]1[CH:28]=[C:27](Br)[CH:26]=[CH:25][C:24]=1[Cl:30])(=[O:18])[CH3:17]. (5) Given the product [Br:1][C:2]1[CH:3]=[CH:4][C:5]([C:8]2([CH2:13][O:14][S:22]([CH3:25])(=[O:24])=[O:23])[CH2:12][CH2:11][CH2:10][CH2:9]2)=[CH:6][CH:7]=1, predict the reactants needed to synthesize it. The reactants are: [Br:1][C:2]1[CH:7]=[CH:6][C:5]([C:8]2([CH2:13][OH:14])[CH2:12][CH2:11][CH2:10][CH2:9]2)=[CH:4][CH:3]=1.CCN(CC)CC.[S:22](Cl)([CH3:25])(=[O:24])=[O:23].